This data is from Catalyst prediction with 721,799 reactions and 888 catalyst types from USPTO. The task is: Predict which catalyst facilitates the given reaction. (1) Reactant: [CH3:1][N:2]1[C:6]([O:7][C:8]2[CH:13]=[CH:12][CH:11]=[C:10]([CH2:14][NH2:15])[N:9]=2)=[CH:5][C:4]([C:16]([F:19])([F:18])[F:17])=[N:3]1.C(N(C(C)C)CC)(C)C.[C:29](Cl)(=[O:33])[CH:30]=[CH:31][CH3:32]. Product: [CH3:1][N:2]1[C:6]([O:7][C:8]2[CH:13]=[CH:12][CH:11]=[C:10]([CH:14]([C:29](=[O:33])[CH:30]=[CH:31][CH3:32])[NH2:15])[N:9]=2)=[CH:5][C:4]([C:16]([F:19])([F:17])[F:18])=[N:3]1. The catalyst class is: 2. (2) The catalyst class is: 14. Reactant: [OH:1][C:2]([C:9]1[S:10][CH:11]=[C:12]([CH3:14])[N:13]=1)([CH3:8])[C:3](OCC)=[O:4].O.[NH2:16][NH2:17]. Product: [OH:1][C:2]([C:9]1[S:10][CH:11]=[C:12]([CH3:14])[N:13]=1)([CH3:8])[C:3]([NH:16][NH2:17])=[O:4]. (3) Reactant: Br[C:2]1[CH:3]=[C:4]([CH:8]([C:23]2([OH:29])[CH2:28][CH2:27][CH2:26][CH2:25][CH2:24]2)[CH2:9][N:10]2[CH2:15][CH2:14][N:13]([C:16]([O:18][C:19]([CH3:22])([CH3:21])[CH3:20])=[O:17])[CH2:12][CH2:11]2)[CH:5]=[CH:6][CH:7]=1.[Cl:30][C:31]1[CH:32]=[C:33](B(O)O)[CH:34]=[CH:35][C:36]=1[Cl:37].C(=O)([O-])[O-].[Na+].[Na+]. Product: [Cl:30][C:31]1[CH:32]=[C:33]([C:2]2[CH:7]=[CH:6][CH:5]=[C:4]([CH:8]([C:23]3([OH:29])[CH2:28][CH2:27][CH2:26][CH2:25][CH2:24]3)[CH2:9][N:10]3[CH2:15][CH2:14][N:13]([C:16]([O:18][C:19]([CH3:20])([CH3:22])[CH3:21])=[O:17])[CH2:12][CH2:11]3)[CH:3]=2)[CH:34]=[CH:35][C:36]=1[Cl:37]. The catalyst class is: 104. (4) Reactant: [CH3:1][C:2]1[CH:7]=[CH:6][C:5]([S:8]([NH:11][C:12]2[CH:13]=[C:14]([C:18]3[CH:19]=[CH:20][C:21]4[N:22]([CH:24]=[C:25]([NH:27][C:28](=[O:30])[CH3:29])[N:26]=4)[N:23]=3)[CH:15]=[CH:16][CH:17]=2)(=[O:10])=[O:9])=[CH:4][CH:3]=1.[C:31](=O)([O-])[O-].[K+].[K+].CN(C=O)C.IC. Product: [CH3:31][N:11]([C:12]1[CH:13]=[C:14]([C:18]2[CH:19]=[CH:20][C:21]3[N:22]([CH:24]=[C:25]([NH:27][C:28](=[O:30])[CH3:29])[N:26]=3)[N:23]=2)[CH:15]=[CH:16][CH:17]=1)[S:8]([C:5]1[CH:6]=[CH:7][C:2]([CH3:1])=[CH:3][CH:4]=1)(=[O:9])=[O:10]. The catalyst class is: 6.